This data is from Peptide-MHC class II binding affinity with 134,281 pairs from IEDB. The task is: Regression. Given a peptide amino acid sequence and an MHC pseudo amino acid sequence, predict their binding affinity value. This is MHC class II binding data. (1) The binding affinity (normalized) is 0.680. The MHC is HLA-DQA10103-DQB10603 with pseudo-sequence HLA-DQA10103-DQB10603. The peptide sequence is IGCAMLHWSLILPGI. (2) The peptide sequence is KFIPALEAAVKQAYAATVAT. The MHC is DRB5_0101 with pseudo-sequence DRB5_0101. The binding affinity (normalized) is 0.741. (3) The peptide sequence is NFRFMSKGGMRNVFDEVIPT. The MHC is DRB1_1302 with pseudo-sequence DRB1_1302. The binding affinity (normalized) is 0.339. (4) The peptide sequence is GLCAFLATRIFGRRS. The MHC is HLA-DQA10201-DQB10301 with pseudo-sequence HLA-DQA10201-DQB10301. The binding affinity (normalized) is 0. (5) The peptide sequence is VTRGAVLMYQGKRLE. The MHC is DRB1_1501 with pseudo-sequence DRB1_1501. The binding affinity (normalized) is 0.874. (6) The peptide sequence is KMDKLELKGMSYAMC. The MHC is DRB4_0101 with pseudo-sequence DRB4_0103. The binding affinity (normalized) is 0.421.